This data is from Full USPTO retrosynthesis dataset with 1.9M reactions from patents (1976-2016). The task is: Predict the reactants needed to synthesize the given product. (1) Given the product [C:1]([NH:5][S:6]([C:9]1[CH:14]=[C:13]([CH:15]([CH3:16])[CH3:17])[CH:12]=[CH:11][C:10]=1[CH2:18][CH2:19][NH:20][S:21]([C:24]1[CH:25]=[C:26]([C:27]#[N:29])[CH:30]=[CH:31][C:32]=1[O:33][CH3:34])(=[O:23])=[O:22])(=[O:8])=[O:7])([CH3:2])([CH3:3])[CH3:4], predict the reactants needed to synthesize it. The reactants are: [C:1]([NH:5][S:6]([C:9]1[CH:14]=[C:13]([CH:15]([CH3:17])[CH3:16])[CH:12]=[CH:11][C:10]=1[CH2:18][CH2:19][NH:20][S:21]([C:24]1[CH:25]=[C:26]([CH:30]=[CH:31][C:32]=1[O:33][CH3:34])[C:27]([NH2:29])=O)(=[O:23])=[O:22])(=[O:8])=[O:7])([CH3:4])([CH3:3])[CH3:2].C(N(CC)CC)C.FC(F)(F)C(OC(=O)C(F)(F)F)=O.Cl. (2) Given the product [Cl:1][C:2]1[CH:7]=[CH:6][C:5]([C:8]2[C:13]([C:14]([NH:25][CH3:23])=[O:15])=[CH:12][N:11]=[CH:10][C:9]=2[F:17])=[C:4]([F:18])[CH:3]=1, predict the reactants needed to synthesize it. The reactants are: [Cl:1][C:2]1[CH:7]=[CH:6][C:5]([C:8]2[C:13]([C:14](O)=[O:15])=[CH:12][N:11]=[CH:10][C:9]=2[F:17])=[C:4]([F:18])[CH:3]=1.C1C=CC2N(O)N=[N:25][C:23]=2C=1.C(Cl)CCl.Cl.CN.CCN(C(C)C)C(C)C. (3) The reactants are: [CH2:1]([O:8][CH2:9][O:10][CH2:11][C@@H:12]([CH3:19])[CH2:13][CH2:14][CH:15]=[C:16]([CH3:18])[CH3:17])[C:2]1[CH:7]=[CH:6][CH:5]=[CH:4][CH:3]=1.C([O-])(O)=[O:21].[Na+].ClC1C=C(C=CC=1)C(OO)=O.[OH-].[Na+]. Given the product [CH2:1]([O:8][CH2:9][O:10][CH2:11][C@@H:12]([CH3:19])[CH2:13][CH2:14][CH:15]1[O:21][C:16]1([CH3:18])[CH3:17])[C:2]1[CH:7]=[CH:6][CH:5]=[CH:4][CH:3]=1, predict the reactants needed to synthesize it. (4) Given the product [CH3:1][C:2]1[CH:3]=[CH:4][C:5]([C:8]2[O:12][N:11]=[CH:10][C:9]=2[CH2:13][CH2:14][C:15]([O:17][CH3:23])=[O:16])=[CH:6][CH:7]=1, predict the reactants needed to synthesize it. The reactants are: [CH3:1][C:2]1[CH:7]=[CH:6][C:5]([C:8]2[O:12][N:11]=[CH:10][C:9]=2[CH2:13][CH2:14][C:15]([OH:17])=[O:16])=[CH:4][CH:3]=1.S(=O)(=O)(O)O.[CH3:23]O. (5) The reactants are: Cl.[Cl:2][C:3]1[CH:4]=[C:5]([N:14]2[CH:18]=[CH:17][N:16]=[CH:15]2)[CH:6]=[C:7]([CH:9](OC)[O:10]C)[CH:8]=1.C([O-])(O)=O.[Na+]. Given the product [Cl:2][C:3]1[CH:8]=[C:7]([CH:6]=[C:5]([N:14]2[CH:18]=[CH:17][N:16]=[CH:15]2)[CH:4]=1)[CH:9]=[O:10], predict the reactants needed to synthesize it. (6) Given the product [F:1][C:2]1[CH:21]=[C:20]([C:22]2[CH:23]=[CH:24][N:25]=[CH:26][CH:27]=2)[CH:19]=[CH:18][C:3]=1[C:4]1[O:5][C:8]2[C:9]([C:10]([O:12][CH3:13])=[O:11])=[CH:14][CH:15]=[CH:16][C:7]=2[N:6]=1, predict the reactants needed to synthesize it. The reactants are: [F:1][C:2]1[CH:21]=[C:20]([C:22]2[CH:27]=[CH:26][N:25]=[CH:24][CH:23]=2)[CH:19]=[CH:18][C:3]=1[C:4]([NH:6][C:7]1[C:8](O)=[C:9]([CH:14]=[CH:15][CH:16]=1)[C:10]([O:12][CH3:13])=[O:11])=[O:5].CC1C=CC(S(O)(=O)=O)=CC=1. (7) Given the product [NH2:15][C:16]1[N:21]=[CH:20][N:19]=[C:18]2[N:22]([C@H:33]3[CH2:38][CH2:37][C@H:36]([N:39]4[CH2:40][CH2:41][O:42][CH2:43][CH2:44]4)[CH2:35][CH2:34]3)[N:23]=[C:24]([C:25]3[CH:32]=[CH:31][C:28]([CH:29]([C:2]4[S:1][C:5]5[CH:6]=[CH:7][CH:8]=[CH:9][C:4]=5[N:3]=4)[OH:30])=[CH:27][CH:26]=3)[C:17]=12, predict the reactants needed to synthesize it. The reactants are: [S:1]1[C:5]2[CH:6]=[CH:7][CH:8]=[CH:9][C:4]=2[N:3]=[CH:2]1.C([Li])CCC.[NH2:15][C:16]1[N:21]=[CH:20][N:19]=[C:18]2[N:22]([CH:33]3[CH2:38][CH2:37][CH:36]([N:39]4[CH2:44][CH2:43][O:42][CH2:41][CH2:40]4)[CH2:35][CH2:34]3)[N:23]=[C:24]([C:25]3[CH:32]=[CH:31][C:28]([CH:29]=[O:30])=[CH:27][CH:26]=3)[C:17]=12. (8) Given the product [Cl:13][C:14]1[CH:15]=[CH:16][C:17]([C:20]2[CH:25]=[CH:24][CH:23]=[C:22]([NH:26][C:27]([NH:2][CH2:3][C:4]3[CH:9]=[CH:8][C:7]([OH:10])=[C:6]([O:11][CH3:12])[CH:5]=3)=[O:28])[CH:21]=2)=[CH:18][CH:19]=1, predict the reactants needed to synthesize it. The reactants are: Cl.[NH2:2][CH2:3][C:4]1[CH:9]=[CH:8][C:7]([OH:10])=[C:6]([O:11][CH3:12])[CH:5]=1.[Cl:13][C:14]1[CH:19]=[CH:18][C:17]([C:20]2[CH:25]=[CH:24][CH:23]=[C:22]([NH:26][C:27](=O)[O:28]C3C=CC=CC=3)[CH:21]=2)=[CH:16][CH:15]=1.O.